This data is from NCI-60 drug combinations with 297,098 pairs across 59 cell lines. The task is: Regression. Given two drug SMILES strings and cell line genomic features, predict the synergy score measuring deviation from expected non-interaction effect. (1) Drug 1: C1CCN(CC1)CCOC2=CC=C(C=C2)C(=O)C3=C(SC4=C3C=CC(=C4)O)C5=CC=C(C=C5)O. Cell line: PC-3. Drug 2: C1=C(C(=O)NC(=O)N1)N(CCCl)CCCl. Synergy scores: CSS=14.9, Synergy_ZIP=1.35, Synergy_Bliss=1.81, Synergy_Loewe=-0.490, Synergy_HSA=0.781. (2) Drug 1: CN1C2=C(C=C(C=C2)N(CCCl)CCCl)N=C1CCCC(=O)O.Cl. Drug 2: CN(CCCl)CCCl.Cl. Cell line: MOLT-4. Synergy scores: CSS=42.6, Synergy_ZIP=3.02, Synergy_Bliss=5.30, Synergy_Loewe=-22.8, Synergy_HSA=0.601. (3) Drug 1: CC1OCC2C(O1)C(C(C(O2)OC3C4COC(=O)C4C(C5=CC6=C(C=C35)OCO6)C7=CC(=C(C(=C7)OC)O)OC)O)O. Drug 2: C1=CC(=CC=C1CCCC(=O)O)N(CCCl)CCCl. Cell line: SW-620. Synergy scores: CSS=51.7, Synergy_ZIP=-2.23, Synergy_Bliss=-1.51, Synergy_Loewe=-2.94, Synergy_HSA=3.75. (4) Drug 1: CN1CCC(CC1)COC2=C(C=C3C(=C2)N=CN=C3NC4=C(C=C(C=C4)Br)F)OC. Drug 2: COC1=C2C(=CC3=C1OC=C3)C=CC(=O)O2. Cell line: KM12. Synergy scores: CSS=-11.2, Synergy_ZIP=7.94, Synergy_Bliss=14.9, Synergy_Loewe=-1.15, Synergy_HSA=-1.09. (5) Drug 1: CCC1=CC2CC(C3=C(CN(C2)C1)C4=CC=CC=C4N3)(C5=C(C=C6C(=C5)C78CCN9C7C(C=CC9)(C(C(C8N6C)(C(=O)OC)O)OC(=O)C)CC)OC)C(=O)OC.C(C(C(=O)O)O)(C(=O)O)O. Drug 2: C1=CC(=CC=C1CC(C(=O)O)N)N(CCCl)CCCl.Cl. Cell line: RPMI-8226. Synergy scores: CSS=33.6, Synergy_ZIP=-5.92, Synergy_Bliss=-2.33, Synergy_Loewe=-17.4, Synergy_HSA=-3.54. (6) Drug 1: C1=NC2=C(N=C(N=C2N1C3C(C(C(O3)CO)O)O)F)N. Drug 2: C1CN1C2=NC(=NC(=N2)N3CC3)N4CC4. Cell line: SK-MEL-2. Synergy scores: CSS=21.8, Synergy_ZIP=-2.33, Synergy_Bliss=1.32, Synergy_Loewe=-5.24, Synergy_HSA=-1.61. (7) Drug 1: CC1OCC2C(O1)C(C(C(O2)OC3C4COC(=O)C4C(C5=CC6=C(C=C35)OCO6)C7=CC(=C(C(=C7)OC)O)OC)O)O. Drug 2: CS(=O)(=O)OCCCCOS(=O)(=O)C. Cell line: SNB-19. Synergy scores: CSS=23.6, Synergy_ZIP=-5.70, Synergy_Bliss=-3.11, Synergy_Loewe=-15.7, Synergy_HSA=-0.947. (8) Drug 1: C1=NC2=C(N1)C(=S)N=C(N2)N. Drug 2: C1=CN(C=N1)CC(O)(P(=O)(O)O)P(=O)(O)O. Cell line: HS 578T. Synergy scores: CSS=14.7, Synergy_ZIP=-4.63, Synergy_Bliss=-9.47, Synergy_Loewe=-14.6, Synergy_HSA=-9.09. (9) Drug 1: C1CCN(CC1)CCOC2=CC=C(C=C2)C(=O)C3=C(SC4=C3C=CC(=C4)O)C5=CC=C(C=C5)O. Drug 2: CS(=O)(=O)OCCCCOS(=O)(=O)C. Cell line: OVCAR-8. Synergy scores: CSS=3.37, Synergy_ZIP=-2.47, Synergy_Bliss=-0.659, Synergy_Loewe=-2.05, Synergy_HSA=-1.99.